The task is: Predict the reactants needed to synthesize the given product.. This data is from Full USPTO retrosynthesis dataset with 1.9M reactions from patents (1976-2016). (1) Given the product [N:1]1([CH2:6][CH2:7][O:8][C:9]2[N:10]=[CH:11][C:12]([NH2:15])=[CH:13][CH:14]=2)[CH:5]=[CH:4][N:3]=[N:2]1, predict the reactants needed to synthesize it. The reactants are: [N:1]1([CH2:6][CH2:7][O:8][C:9]2[CH:14]=[CH:13][C:12]([N+:15]([O-])=O)=[CH:11][N:10]=2)[CH:5]=[CH:4][N:3]=[N:2]1. (2) Given the product [ClH:27].[ClH:27].[C:22]([NH:25][N:26]=[C:16]([C:14]1[CH:13]=[C:12]([C:19](=[N:26][NH:25][C:22](=[NH:23])[NH2:24])[CH3:20])[CH:11]=[C:10]([CH:15]=1)[NH:9][C:1](=[O:8])[C:2]1[CH:7]=[CH:6][CH:5]=[CH:4][CH:3]=1)[CH3:17])(=[NH:24])[NH2:23], predict the reactants needed to synthesize it. The reactants are: [C:1]([NH:9][C:10]1[CH:15]=[C:14]([C:16](=O)[CH3:17])[CH:13]=[C:12]([C:19](=O)[CH3:20])[CH:11]=1)(=[O:8])[C:2]1[CH:7]=[CH:6][CH:5]=[CH:4][CH:3]=1.[C:22]([NH:25][NH2:26])([NH2:24])=[NH:23].[ClH:27].Cl. (3) Given the product [C:18]1([N:19]=[C:21]=[O:22])[CH:4]=[CH:5][CH:6]=[CH:12][CH:11]=1, predict the reactants needed to synthesize it. The reactants are: CC1(C)O[C:6](=O)[CH2:5][C:4](=O)O1.[CH2:11](N(CC)CC)[CH3:12].[CH3:18][N:19]([CH:21]=[O:22])C. (4) Given the product [CH3:6][N:7]1[CH:11]=[C:10]([C:12]2[CH:17]=[CH:16][C:15]([C:18]3[C:27]4[C:22](=[CH:23][CH:24]=[C:25]([C:28]([NH2:29])=[O:33])[CH:26]=4)[CH:21]=[N:20][CH:19]=3)=[CH:14][CH:13]=2)[CH:9]=[N:8]1, predict the reactants needed to synthesize it. The reactants are: OS(O)(=O)=O.[CH3:6][N:7]1[CH:11]=[C:10]([C:12]2[CH:17]=[CH:16][C:15]([C:18]3[C:27]4[C:22](=[CH:23][CH:24]=[C:25]([C:28]#[N:29])[CH:26]=4)[CH:21]=[N:20][CH:19]=3)=[CH:14][CH:13]=2)[CH:9]=[N:8]1.[OH-].[Na+].C([O-])(O)=[O:33].[Na+]. (5) Given the product [O:40]=[C:37]([CH3:38])[S:39][CH2:11][CH2:10][CH2:9][CH2:8][CH2:7][CH2:6][CH2:5][CH2:4][CH2:3][CH2:2][CH2:1][O:12][CH2:13][CH2:14][O:15][CH2:16][CH2:17][O:18][CH2:19][CH2:20][O:21][C:22]1[CH:36]=[CH:35][C:25]([O:26][CH2:27][C:28]([O:30][C:31]([CH3:32])([CH3:34])[CH3:33])=[O:29])=[CH:24][CH:23]=1, predict the reactants needed to synthesize it. The reactants are: [CH2:1]([O:12][CH2:13][CH2:14][O:15][CH2:16][CH2:17][O:18][CH2:19][CH2:20][O:21][C:22]1[CH:36]=[CH:35][C:25]([O:26][CH2:27][C:28]([O:30][C:31]([CH3:34])([CH3:33])[CH3:32])=[O:29])=[CH:24][CH:23]=1)[CH2:2][CH2:3][CH2:4][CH2:5][CH2:6][CH2:7][CH2:8][CH2:9][CH:10]=[CH2:11].[C:37]([OH:40])(=[S:39])[CH3:38].